Dataset: Full USPTO retrosynthesis dataset with 1.9M reactions from patents (1976-2016). Task: Predict the reactants needed to synthesize the given product. (1) Given the product [ClH:4].[N+:5]([C:8]1[CH:17]=[C:16]2[C:11]([CH2:12][C@@H:13]([C:18]([O:20][CH3:1])=[O:19])[NH:14][CH2:15]2)=[CH:10][CH:9]=1)([O-:7])=[O:6], predict the reactants needed to synthesize it. The reactants are: [C:1]([Cl:4])(=O)C.[N+:5]([C:8]1[CH:17]=[C:16]2[C:11]([CH2:12][C@@H:13]([C:18]([OH:20])=[O:19])[NH:14][CH2:15]2)=[CH:10][CH:9]=1)([O-:7])=[O:6]. (2) Given the product [Cl:7][C:8]1[CH:15]=[CH:14][C:11]([C:12]#[N:13])=[C:10]([O:36][C:33]2[CH:34]=[CH:35][C:30]([C:27]34[CH2:28][CH2:29][CH:24]([N:21]5[CH2:22][CH2:23][S:18](=[O:37])(=[O:17])[N:19]=[C:20]53)[CH2:25][CH2:26]4)=[CH:31][CH:32]=2)[CH:9]=1, predict the reactants needed to synthesize it. The reactants are: C(=O)([O-])[O-].[K+].[K+].[Cl:7][C:8]1[CH:15]=[CH:14][C:11]([C:12]#[N:13])=[C:10](F)[CH:9]=1.[O:17]=[S:18]1(=[O:37])[CH2:23][CH2:22][N:21]2[CH:24]3[CH2:29][CH2:28][C:27]([C:30]4[CH:35]=[CH:34][C:33]([OH:36])=[CH:32][CH:31]=4)([C:20]2=[N:19]1)[CH2:26][CH2:25]3.CS(C)=O.